Dataset: Peptide-MHC class I binding affinity with 185,985 pairs from IEDB/IMGT. Task: Regression. Given a peptide amino acid sequence and an MHC pseudo amino acid sequence, predict their binding affinity value. This is MHC class I binding data. (1) The peptide sequence is AYIDNYNKV. The MHC is HLA-A02:03 with pseudo-sequence HLA-A02:03. The binding affinity (normalized) is 0.283. (2) The peptide sequence is MLREGNQAF. The MHC is HLA-A11:01 with pseudo-sequence HLA-A11:01. The binding affinity (normalized) is 0.0847.